This data is from Full USPTO retrosynthesis dataset with 1.9M reactions from patents (1976-2016). The task is: Predict the reactants needed to synthesize the given product. (1) Given the product [F:24][C:2]([F:1])([O:10][C:11]1[CH:16]=[C:15]([F:17])[C:14]([NH2:18])=[CH:13][C:12]=1[NH2:21])[C:3]([N:5]([CH2:6][CH3:7])[CH2:8][CH3:9])=[O:4], predict the reactants needed to synthesize it. The reactants are: [F:1][C:2]([F:24])([O:10][C:11]1[CH:16]=[C:15]([F:17])[C:14]([N+:18]([O-])=O)=[CH:13][C:12]=1[N+:21]([O-])=O)[C:3]([N:5]([CH2:8][CH3:9])[CH2:6][CH3:7])=[O:4]. (2) The reactants are: [Cl:1][C:2]1[CH:7]=[CH:6][C:5]([Cl:8])=[CH:4][C:3]=1[C:9]1[N:10]=[C:11]2[CH:16]=[CH:15][CH:14]=[CH:13][N:12]2[C:17]=1[C:18]([NH2:20])=O.[C:21](O)(=O)[CH3:22].[Cl:25][C:26]1[CH:31]=[CH:30][C:29]([NH:32][NH2:33])=[CH:28][CH:27]=1. Given the product [Cl:25][C:26]1[CH:31]=[CH:30][C:29]([N:32]2[C:18]([C:17]3[N:12]4[CH:13]=[CH:14][CH:15]=[CH:16][C:11]4=[N:10][C:9]=3[C:3]3[CH:4]=[C:5]([Cl:8])[CH:6]=[CH:7][C:2]=3[Cl:1])=[N:20][C:21]([CH3:22])=[N:33]2)=[CH:28][CH:27]=1, predict the reactants needed to synthesize it. (3) Given the product [N:1]1([C@@H:7]2[CH2:11][CH2:10][N:9]([C:12]3[S:13][C:14]4[CH:20]=[C:19]([C:31]5[N:36]=[C:35]([C:37]([O:39][CH3:40])=[O:38])[CH:34]=[CH:33][CH:32]=5)[CH:18]=[CH:17][C:15]=4[N:16]=3)[CH2:8]2)[CH2:6][CH2:5][CH2:4][CH2:3][CH2:2]1, predict the reactants needed to synthesize it. The reactants are: [N:1]1([C@@H:7]2[CH2:11][CH2:10][N:9]([C:12]3[S:13][C:14]4[CH:20]=[C:19](B5OC(C)(C)C(C)(C)O5)[CH:18]=[CH:17][C:15]=4[N:16]=3)[CH2:8]2)[CH2:6][CH2:5][CH2:4][CH2:3][CH2:2]1.Br[C:31]1[N:36]=[C:35]([C:37]([O:39][CH3:40])=[O:38])[CH:34]=[CH:33][CH:32]=1.C([O-])([O-])=O.[K+].[K+]. (4) Given the product [CH2:17]([O:19][C:20]([N:22]1[CH2:23][CH2:24][N:25]([C:28](=[O:39])[C@@H:29]([NH:38][C:14]([C:10]2[CH:11]=[C:12]([OH:13])[N:8]([C:4]3[CH:5]=[CH:6][CH:7]=[C:2]([F:1])[CH:3]=3)[N:9]=2)=[O:16])[CH:30]([C:31]([O:33][C:34]([CH3:35])([CH3:37])[CH3:36])=[O:32])[CH3:40])[CH2:26][CH2:27]1)=[O:21])[CH3:18], predict the reactants needed to synthesize it. The reactants are: [F:1][C:2]1[CH:3]=[C:4]([N:8]2[C:12]([OH:13])=[CH:11][C:10]([C:14]([OH:16])=O)=[N:9]2)[CH:5]=[CH:6][CH:7]=1.[CH2:17]([O:19][C:20]([N:22]1[CH2:27][CH2:26][N:25]([C:28](=[O:39])[C@@H:29]([NH2:38])[CH2:30][C:31]([O:33][C:34]([CH3:37])([CH3:36])[CH3:35])=[O:32])[CH2:24][CH2:23]1)=[O:21])[CH3:18].[CH2:40](Cl)CCl.